From a dataset of CYP1A2 inhibition data for predicting drug metabolism from PubChem BioAssay. Regression/Classification. Given a drug SMILES string, predict its absorption, distribution, metabolism, or excretion properties. Task type varies by dataset: regression for continuous measurements (e.g., permeability, clearance, half-life) or binary classification for categorical outcomes (e.g., BBB penetration, CYP inhibition). Dataset: cyp1a2_veith. (1) The compound is COc1ccc(OC)c(-c2cc(C(=O)O)c3cc4ccccc4cc3n2)c1. The result is 0 (non-inhibitor). (2) The compound is c1ccc2c(N3CCOCC3)nc(-c3ccoc3)nc2c1. The result is 1 (inhibitor).